This data is from Forward reaction prediction with 1.9M reactions from USPTO patents (1976-2016). The task is: Predict the product of the given reaction. (1) Given the reactants [NH2:1][C:2]1[N:7]=[CH:6][C:5]([C:8]2[CH:9]=[C:10]([NH2:19])[C:11]([NH:14][C:15]([CH3:18])([CH3:17])[CH3:16])=[CH:12][CH:13]=2)=[CH:4][N:3]=1.[CH3:20][O:21][C:22]1[CH:23]=[CH:24][C:25]([N:30]2[CH:34]=[N:33][CH:32]=[N:31]2)=[C:26]([CH:29]=1)[CH:27]=O.OOS([O-])=O.[K+].S([O-])([O-])(=O)=S.[Na+].[Na+], predict the reaction product. The product is: [C:15]([N:14]1[C:11]2[CH:12]=[CH:13][C:8]([C:5]3[CH:4]=[N:3][C:2]([NH2:1])=[N:7][CH:6]=3)=[CH:9][C:10]=2[N:19]=[C:27]1[C:26]1[CH:29]=[C:22]([O:21][CH3:20])[CH:23]=[CH:24][C:25]=1[N:30]1[CH:34]=[N:33][CH:32]=[N:31]1)([CH3:16])([CH3:18])[CH3:17]. (2) Given the reactants [C:1]([O:5][C:6]([N:8]1[CH2:13][CH2:12][CH:11]([CH:14]2[O:23][C:17]3=[CH:18][N:19]=[C:20](Br)[CH:21]=[C:16]3[CH2:15]2)[CH2:10][CH2:9]1)=[O:7])([CH3:4])([CH3:3])[CH3:2].[CH3:24][C:25]1[NH:26][CH:27]=[CH:28][N:29]=1, predict the reaction product. The product is: [C:1]([O:5][C:6]([N:8]1[CH2:13][CH2:12][CH:11]([CH:14]2[O:23][C:17]3=[CH:18][N:19]=[C:20]([N:26]4[CH:27]=[CH:28][N:29]=[C:25]4[CH3:24])[CH:21]=[C:16]3[CH2:15]2)[CH2:10][CH2:9]1)=[O:7])([CH3:4])([CH3:3])[CH3:2]. (3) Given the reactants [F:1][C:2]([F:31])([F:30])[C:3]1[CH:8]=[CH:7][N:6]=[C:5]([NH:9][C:10]2[CH:11]=[C:12]([C:16]3[S:20][C:19]([C@H:21]4[CH2:26][CH2:25][C@H:24]([C:27](O)=[O:28])[CH2:23][CH2:22]4)=[N:18][CH:17]=3)[CH:13]=[CH:14][CH:15]=2)[N:4]=1.CN(C(ON1N=NC2[CH:43]=[CH:44][CH:45]=[N:46]C1=2)=[N+](C)C)C.F[P-](F)(F)(F)(F)F.CCN(C(C)C)C(C)C.C1(N)CC1, predict the reaction product. The product is: [CH:45]1([NH:46][C:27]([C@H:24]2[CH2:23][CH2:22][C@H:21]([C:19]3[S:20][C:16]([C:12]4[CH:13]=[CH:14][CH:15]=[C:10]([NH:9][C:5]5[N:4]=[C:3]([C:2]([F:1])([F:31])[F:30])[CH:8]=[CH:7][N:6]=5)[CH:11]=4)=[CH:17][N:18]=3)[CH2:26][CH2:25]2)=[O:28])[CH2:43][CH2:44]1.